This data is from NCI-60 drug combinations with 297,098 pairs across 59 cell lines. The task is: Regression. Given two drug SMILES strings and cell line genomic features, predict the synergy score measuring deviation from expected non-interaction effect. Drug 1: CC(C)NC(=O)C1=CC=C(C=C1)CNNC.Cl. Drug 2: C(CN)CNCCSP(=O)(O)O. Cell line: OVCAR-5. Synergy scores: CSS=0.603, Synergy_ZIP=1.45, Synergy_Bliss=3.75, Synergy_Loewe=1.33, Synergy_HSA=0.852.